This data is from Forward reaction prediction with 1.9M reactions from USPTO patents (1976-2016). The task is: Predict the product of the given reaction. (1) Given the reactants OC[CH2:3][NH:4][C:5]1[C:14]([N+:15]([O-:17])=[O:16])=[CH:13][CH:12]=[CH:11][C:6]=1[C:7]([O:9][CH3:10])=[O:8].Cl, predict the reaction product. The product is: [N+:15]([C:14]1[C:5]2[NH:4][CH2:3][CH2:10][O:9][C:7](=[O:8])[C:6]=2[CH:11]=[CH:12][CH:13]=1)([O-:17])=[O:16]. (2) Given the reactants [C:1]([O:9][CH3:10])(=[O:8])[CH2:2][CH2:3][CH2:4][CH2:5][CH2:6][CH3:7].C([N-]C(C)C)(C)C.[Li+].[CH2:19]([O:26][C:27]1[CH:34]=[CH:33][C:30]([CH:31]=[O:32])=[C:29]([CH3:35])[CH:28]=1)[C:20]1[CH:25]=[CH:24][CH:23]=[CH:22][CH:21]=1, predict the reaction product. The product is: [CH3:10][O:9][C:1](=[O:8])[CH:2]([CH:31]([C:30]1[CH:33]=[CH:34][C:27]([O:26][CH2:19][C:20]2[CH:25]=[CH:24][CH:23]=[CH:22][CH:21]=2)=[CH:28][C:29]=1[CH3:35])[OH:32])[CH2:3][CH2:4][CH2:5][CH2:6][CH3:7].